This data is from Full USPTO retrosynthesis dataset with 1.9M reactions from patents (1976-2016). The task is: Predict the reactants needed to synthesize the given product. Given the product [CH:1]1([N:6]2[CH2:12][C:11]([F:13])([F:14])[C:10](=[O:15])[NH:9][C:8]3[CH:16]=[N:17][C:18]([NH:20][C:21]4[CH:22]=[CH:23][C:24]([C:25]([NH:38][CH3:37])=[O:27])=[CH:28][CH:29]=4)=[N:19][C:7]2=3)[CH2:5][CH2:4][CH2:3][CH2:2]1, predict the reactants needed to synthesize it. The reactants are: [CH:1]1([N:6]2[CH2:12][C:11]([F:14])([F:13])[C:10](=[O:15])[NH:9][C:8]3[CH:16]=[N:17][C:18]([NH:20][C:21]4[CH:29]=[CH:28][C:24]([C:25]([OH:27])=O)=[CH:23][CH:22]=4)=[N:19][C:7]2=3)[CH2:5][CH2:4][CH2:3][CH2:2]1.F[P-](F)(F)(F)(F)F.[CH3:37][N:38](C(N(C)C)=[N+]1C2C(=NC=CC=2)[N+]([O-])=N1)C.C(N(C(C)C)CC)(C)C.CN.